Predict which catalyst facilitates the given reaction. From a dataset of Catalyst prediction with 721,799 reactions and 888 catalyst types from USPTO. (1) Reactant: [Cl:1][C:2]1[CH:7]=[CH:6][CH:5]=[CH:4][C:3]=1[N:8]1[C:12]([NH2:13])=[CH:11][C:10]([CH3:14])=[N:9]1.[CH3:15][O:16][C:17](=[O:27])[C:18]1[CH:23]=[C:22]([O:24][CH3:25])[CH:21]=[CH:20][C:19]=1Br.P([O-])([O-])([O-])=O.[K+].[K+].[K+]. Product: [CH3:15][O:16][C:17](=[O:27])[C:18]1[CH:23]=[C:22]([O:24][CH3:25])[CH:21]=[CH:20][C:19]=1[NH:13][C:12]1[N:8]([C:3]2[CH:4]=[CH:5][CH:6]=[CH:7][C:2]=2[Cl:1])[N:9]=[C:10]([CH3:14])[CH:11]=1. The catalyst class is: 164. (2) Reactant: [F:1][C:2]([F:31])([F:30])[C:3]([CH3:29])([CH3:28])[CH2:4][N:5]1[CH2:10][CH2:9][CH:8]([CH2:11][NH:12][C:13]2[CH:18]=[CH:17][C:16]([C:19]3[CH:24]=[CH:23][C:22]([C:25]([OH:27])=O)=[CH:21][CH:20]=3)=[CH:15][CH:14]=2)[CH2:7][CH2:6]1.CCN=C=NCCCN(C)C.C1C=CC2N(O)N=NC=2C=1.CCN(C(C)C)C(C)C.[NH:62]1[CH2:66][CH2:65][C@H:64]([OH:67])[CH2:63]1. Product: [OH:67][C@H:64]1[CH2:65][CH2:66][N:62]([C:25]([C:22]2[CH:23]=[CH:24][C:19]([C:16]3[CH:15]=[CH:14][C:13]([NH:12][CH2:11][CH:8]4[CH2:9][CH2:10][N:5]([CH2:4][C:3]([CH3:28])([CH3:29])[C:2]([F:1])([F:30])[F:31])[CH2:6][CH2:7]4)=[CH:18][CH:17]=3)=[CH:20][CH:21]=2)=[O:27])[CH2:63]1. The catalyst class is: 18.